From a dataset of Full USPTO retrosynthesis dataset with 1.9M reactions from patents (1976-2016). Predict the reactants needed to synthesize the given product. The reactants are: [NH2:1][C:2]1[CH:7]=[CH:6][CH:5]=[C:4]([NH2:8])[N:3]=1.[Cl:9][C:10]1[CH:18]=[C:17]([Cl:19])[CH:16]=[C:15]([Cl:20])[C:11]=1[C:12](Cl)=[O:13]. Given the product [NH2:8][C:4]1[N:3]=[C:2]([NH:1][C:12](=[O:13])[C:11]2[C:15]([Cl:20])=[CH:16][C:17]([Cl:19])=[CH:18][C:10]=2[Cl:9])[CH:7]=[CH:6][CH:5]=1, predict the reactants needed to synthesize it.